From a dataset of Full USPTO retrosynthesis dataset with 1.9M reactions from patents (1976-2016). Predict the reactants needed to synthesize the given product. Given the product [NH2:15][C:14]1[N:33]([C:27]2[CH:28]=[CH:29][C:30]([F:32])=[CH:31][C:26]=2[F:25])[N:34]=[CH:17][C:13]=1[C:11]([C:7]1[CH:6]=[C:5]2[C:10](=[CH:9][CH:8]=1)[N:1]=[CH:2][CH:3]=[CH:4]2)=[O:12], predict the reactants needed to synthesize it. The reactants are: [N:1]1[C:10]2[C:5](=[CH:6][C:7]([C:11]([CH2:13][C:14]#[N:15])=[O:12])=[CH:8][CH:9]=2)[CH:4]=[CH:3][CH:2]=1.F[C:17]1C=CC(NN)=CC=1.[F:25][C:26]1[CH:31]=[C:30]([F:32])[CH:29]=[CH:28][C:27]=1[NH:33][NH2:34].